Binary Classification. Given a drug SMILES string, predict its activity (active/inactive) in a high-throughput screening assay against a specified biological target. From a dataset of Cav3 T-type calcium channel HTS with 100,875 compounds. The drug is S=c1[nH]c2cc(N3CCN(CC3)C(OCC)=O)c(F)cc2[nH]1. The result is 0 (inactive).